Dataset: Forward reaction prediction with 1.9M reactions from USPTO patents (1976-2016). Task: Predict the product of the given reaction. (1) Given the reactants [Br:1][C:2]1[CH:7]=[CH:6][C:5]([CH:8]([OH:13])[C:9]([F:12])([F:11])[F:10])=[CH:4][C:3]=1C(F)(F)F.BrC1C=CC(C(OC)=O)=CC=1[O:29][C:30]([F:33])([F:32])[F:31], predict the reaction product. The product is: [Br:1][C:2]1[CH:7]=[CH:6][C:5]([C:8]([OH:13])([C:9]([F:10])([F:11])[F:12])[C:9]([F:12])([F:11])[F:10])=[CH:4][C:3]=1[O:29][C:30]([F:33])([F:32])[F:31]. (2) Given the reactants [N+:1]([C:4]1[CH:5]=[C:6]([CH:8]=[CH:9][CH:10]=1)[NH2:7])([O-:3])=[O:2].[CH2:11](N(CC)CC)C.O1[CH2:22][CH2:21][CH2:20]C1.[C:23](=[O:26])([O-])[O-:24].[K+].[K+], predict the reaction product. The product is: [C:21]([O:24][C:23](=[O:26])[NH:7][C:6]1[CH:8]=[CH:9][CH:10]=[C:4]([N+:1]([O-:3])=[O:2])[CH:5]=1)([CH3:20])([CH3:22])[CH3:11]. (3) Given the reactants Br[C:2]1[CH:3]=[C:4]([CH:16]=[CH:17][CH:18]=1)[O:5][CH2:6][CH2:7][NH:8][C:9](=[O:15])[O:10][C:11]([CH3:14])([CH3:13])[CH3:12].[B:19]1([B:19]2[O:23][C:22]([CH3:25])([CH3:24])[C:21]([CH3:27])([CH3:26])[O:20]2)[O:23][C:22]([CH3:25])([CH3:24])[C:21]([CH3:27])([CH3:26])[O:20]1.C1C=CC(P(C2C(C3C(P(C4C=CC=CC=4)C4C=CC=CC=4)=CC=C4C=3C=CC=C4)=C3C(C=CC=C3)=CC=2)C2C=CC=CC=2)=CC=1.C(=O)([O-])[O-].[Cs+].[Cs+], predict the reaction product. The product is: [CH3:26][C:21]1([CH3:27])[C:22]([CH3:25])([CH3:24])[O:23][B:19]([C:2]2[CH:3]=[C:4]([CH:16]=[CH:17][CH:18]=2)[O:5][CH2:6][CH2:7][NH:8][C:9](=[O:15])[O:10][C:11]([CH3:14])([CH3:13])[CH3:12])[O:20]1. (4) Given the reactants [CH3:1][C:2]([CH3:16])([CH3:15])[CH2:3][CH2:4][NH:5][C:6]([C:8]1[N:9]=[N:10][C:11](Cl)=[CH:12][CH:13]=1)=[O:7].[N:17]1([C:23]([C:25]2[CH:30]=[CH:29][CH:28]=[CH:27][C:26]=2[C:31]([F:34])([F:33])[F:32])=[O:24])[CH2:22][CH2:21][NH:20][CH2:19][CH2:18]1, predict the reaction product. The product is: [CH3:1][C:2]([CH3:16])([CH3:15])[CH2:3][CH2:4][NH:5][C:6]([C:8]1[N:9]=[N:10][C:11]([N:20]2[CH2:21][CH2:22][N:17]([C:23](=[O:24])[C:25]3[CH:30]=[CH:29][CH:28]=[CH:27][C:26]=3[C:31]([F:34])([F:32])[F:33])[CH2:18][CH2:19]2)=[CH:12][CH:13]=1)=[O:7]. (5) Given the reactants [CH2:1](Br)[C:2]1[CH:7]=[CH:6][CH:5]=[CH:4][CH:3]=1.C(N(C(C)C)C(C)C)C.C1(P(C2C=CC=CC=2)C2C=CC=CC=2)C=CC=CC=1.C[O:38][C:39](=[O:47])[CH2:40]C1C=CC=CC=1.COCC1C=CC=CC=1, predict the reaction product. The product is: [C:39]([O:47][C:3]1[CH:4]=[CH:5][CH:6]=[CH:7][C:2]=1[CH3:1])(=[O:38])[CH3:40]. (6) Given the reactants [CH2:1]([O:3][C:4]([C:6]1[C:7]([CH2:26][CH3:27])=[N:8][C:9]([NH:14][CH2:15][CH2:16][CH2:17][C:18]2[CH:23]=[CH:22][CH:21]=[C:20]([O:24]C)[CH:19]=2)=[N:10][C:11]=1[CH2:12][CH3:13])=[O:5])[CH3:2].B(Br)(Br)Br.C(Cl)Cl, predict the reaction product. The product is: [CH2:1]([O:3][C:4]([C:6]1[C:7]([CH2:26][CH3:27])=[N:8][C:9]([NH:14][CH2:15][CH2:16][CH2:17][C:18]2[CH:23]=[CH:22][CH:21]=[C:20]([OH:24])[CH:19]=2)=[N:10][C:11]=1[CH2:12][CH3:13])=[O:5])[CH3:2]. (7) Given the reactants [NH:1]1[C:9]2[C:4](=[CH:5][C:6]([NH:10][C:11]3[C:20]4[C:15](=[CH:16][CH:17]=[CH:18][CH:19]=4)[N:14]=[C:13]([C:21]4[CH:22]=[C:23]([CH:29]=[CH:30][CH:31]=4)[O:24][CH2:25][C:26](O)=[O:27])[N:12]=3)=[CH:7][CH:8]=2)[CH:3]=[N:2]1.C1CN([P+](ON2N=[N:56][C:51]3[CH:52]=[CH:53][CH:54]=CC2=3)(N2CCCC2)N2CCCC2)CC1.F[P-](F)(F)(F)(F)F.CCN(C(C)C)C(C)C.C1(N)CCC1, predict the reaction product. The product is: [NH:1]1[C:9]2[C:4](=[CH:5][C:6]([NH:10][C:11]3[C:20]4[C:15](=[CH:16][CH:17]=[CH:18][CH:19]=4)[N:14]=[C:13]([C:21]4[CH:22]=[C:23]([CH:29]=[CH:30][CH:31]=4)[O:24][CH2:25][C:26]([NH:56][CH:51]4[CH2:52][CH2:53][CH2:54]4)=[O:27])[N:12]=3)=[CH:7][CH:8]=2)[CH:3]=[N:2]1. (8) Given the reactants [F:1][C:2]1[CH:3]=[C:4]2[C:9](=[CH:10][C:11]=1F)[N:8]([CH2:13][C:14]1[CH:19]=[CH:18][C:17]([C:20]([F:23])([F:22])[F:21])=[CH:16][C:15]=1[F:24])[CH:7]=[C:6]([C:25]#[N:26])[C:5]2=[O:27].[CH3:28][NH:29][CH3:30], predict the reaction product. The product is: [CH3:28][N:29]([CH3:30])[C:11]1[CH:10]=[C:9]2[C:4]([C:5](=[O:27])[C:6]([C:25]#[N:26])=[CH:7][N:8]2[CH2:13][C:14]2[CH:19]=[CH:18][C:17]([C:20]([F:21])([F:23])[F:22])=[CH:16][C:15]=2[F:24])=[CH:3][C:2]=1[F:1].